From a dataset of Full USPTO retrosynthesis dataset with 1.9M reactions from patents (1976-2016). Predict the reactants needed to synthesize the given product. (1) Given the product [CH3:24][O:25][C:2]1[C:3]2[C:10]([C:11]3[CH:16]=[CH:15][CH:14]=[CH:13][CH:12]=3)=[C:9]([C:17]3[CH:22]=[CH:21][CH:20]=[CH:19][CH:18]=3)[O:8][C:4]=2[N:5]=[CH:6][N:7]=1.[C:11]1([C:10]2[C:3]3[C:2]([NH2:23])=[N:7][CH:6]=[N:5][C:4]=3[O:8][C:9]=2[C:17]2[CH:22]=[CH:21][CH:20]=[CH:19][CH:18]=2)[CH:16]=[CH:15][CH:14]=[CH:13][CH:12]=1, predict the reactants needed to synthesize it. The reactants are: Cl[C:2]1[C:3]2[C:10]([C:11]3[CH:16]=[CH:15][CH:14]=[CH:13][CH:12]=3)=[C:9]([C:17]3[CH:22]=[CH:21][CH:20]=[CH:19][CH:18]=3)[O:8][C:4]=2[N:5]=[CH:6][N:7]=1.[NH3:23].[CH3:24][OH:25]. (2) The reactants are: [CH2:1]([C:4]1[CH:9]=[CH:8][CH:7]=[CH:6][C:5]=1[OH:10])[CH:2]=[CH2:3].Br[CH2:12][C:13]([O:15][CH2:16][CH3:17])=[O:14].C(=O)([O-])[O-].[Cs+].[Cs+]. Given the product [CH2:16]([O:15][C:13](=[O:14])[CH2:12][O:10][C:5]1[CH:6]=[CH:7][CH:8]=[CH:9][C:4]=1[CH2:1][CH:2]=[CH2:3])[CH3:17], predict the reactants needed to synthesize it. (3) Given the product [C:8]12([CH2:18][NH:19][C:20]([C:21]3[C:26]([Cl:27])=[CH:25][N:24]=[C:23]([N:4]([CH2:3][CH2:2][OH:1])[CH2:5][CH2:6][NH:7][C:30](=[O:33])[O:31][C:8]([CH3:17])([CH3:15])[CH3:9])[CH:22]=3)=[O:29])[CH2:17][CH:12]3[CH2:13][CH:14]([CH2:16][CH:10]([CH2:11]3)[CH2:9]1)[CH2:15]2, predict the reactants needed to synthesize it. The reactants are: [OH:1][CH2:2][CH2:3][NH:4][CH2:5][CH2:6][NH2:7].[C:8]12([CH2:18][NH:19][C:20](=[O:29])[C:21]3[C:26]([Cl:27])=[CH:25][N:24]=[C:23](Br)[CH:22]=3)[CH2:17][CH:12]3[CH2:13][CH:14]([CH2:16][CH:10]([CH2:11]3)[CH2:9]1)[CH2:15]2.[C:30](=[O:33])([O-])[O-:31].[K+].[K+].O. (4) Given the product [S:19]([OH:23])(=[O:22])(=[O:21])[CH3:20].[NH2:33][C:31]1[N:30]=[N:29][CH:17]=[CH:18][N:32]=1, predict the reactants needed to synthesize it. The reactants are: C(OC1C=C(C=[CH:17][CH:18]=1)C(OC)=O)C1C=CC=CC=1.[S:19]([OH:23])(=[O:22])(=[O:21])[CH3:20].S(O)(=O)(=O)C.[NH2:29][NH:30][C:31]([NH2:33])=[NH:32].N. (5) The reactants are: [C:1]([O:5][C:6]([N:8]1[CH2:13][CH2:12][C:11](=[CH2:14])[CH2:10][CH2:9]1)=[O:7])([CH3:4])([CH3:3])[CH3:2].B1C2CCCC1CCC2.Br[C:25]1[CH:26]=[C:27]2[C:31](=[C:32]([CH3:34])[CH:33]=1)[C:30](=[O:35])[N:29]([CH2:36][CH:37]1[CH2:39][CH2:38]1)[CH2:28]2.C(=O)([O-])[O-].[K+].[K+]. Given the product [C:1]([O:5][C:6]([N:8]1[CH2:13][CH2:12][CH:11]([CH2:14][C:25]2[CH:26]=[C:27]3[C:31](=[C:32]([CH3:34])[CH:33]=2)[C:30](=[O:35])[N:29]([CH2:36][CH:37]2[CH2:39][CH2:38]2)[CH2:28]3)[CH2:10][CH2:9]1)=[O:7])([CH3:4])([CH3:3])[CH3:2], predict the reactants needed to synthesize it. (6) Given the product [Cl:1][C:2]1[CH:7]=[CH:6][CH:5]=[CH:4][C:3]=1[CH2:8][I:11], predict the reactants needed to synthesize it. The reactants are: [Cl:1][C:2]1[CH:7]=[CH:6][CH:5]=[CH:4][C:3]=1[CH2:8]Br.[Na+].[I-:11].